Dataset: Forward reaction prediction with 1.9M reactions from USPTO patents (1976-2016). Task: Predict the product of the given reaction. (1) Given the reactants [NH2:1][CH2:2][C:3]1[C:4]([F:23])=[C:5]([O:10][C:11]2[CH:12]=[C:13]([CH:16]=[C:17]([C:19]([F:22])([F:21])[F:20])[CH:18]=2)[C:14]#[N:15])[C:6]([Cl:9])=[CH:7][CH:8]=1.[Br:24][C:25]1[N:26]=[CH:27][NH:28][C:29]=1[C:30](O)=[O:31].C(N(C(C)C)CC)(C)C.CN(C(ON1N=NC2C=CC=NC1=2)=[N+](C)C)C.F[P-](F)(F)(F)(F)F, predict the reaction product. The product is: [Br:24][C:25]1[N:26]=[CH:27][NH:28][C:29]=1[C:30]([NH:1][CH2:2][C:3]1[CH:8]=[CH:7][C:6]([Cl:9])=[C:5]([O:10][C:11]2[CH:18]=[C:17]([C:19]([F:22])([F:20])[F:21])[CH:16]=[C:13]([C:14]#[N:15])[CH:12]=2)[C:4]=1[F:23])=[O:31]. (2) Given the reactants [CH2:1]([N:5]1[N:9]=[C:8]([C:10]2[CH:15]=[CH:14][C:13]([F:16])=[CH:12][CH:11]=2)[C:7]([CH3:17])=[N:6]1)[CH2:2][C:3]#[CH:4].Br[C:19]1[CH:24]=[CH:23][CH:22]=[CH:21][N:20]=1, predict the reaction product. The product is: [F:16][C:13]1[CH:12]=[CH:11][C:10]([C:8]2[C:7]([CH3:17])=[N:6][N:5]([CH2:1][CH2:2][C:3]#[C:4][C:19]3[CH:24]=[CH:23][CH:22]=[CH:21][N:20]=3)[N:9]=2)=[CH:15][CH:14]=1. (3) Given the reactants C(OC([N:11]1[CH2:16][C@H:15]([O:17][CH2:18][C:19]2[CH:20]=[CH:21][C:22]3[O:27][CH2:26][CH2:25][N:24]([CH2:28][CH2:29][CH2:30][O:31][CH3:32])[C:23]=3[CH:33]=2)[C@@H:14]([C:34]2[CH:39]=[CH:38][C:37]([O:40][CH3:41])=[CH:36][CH:35]=2)[CH2:13][C@H:12]1[C:42](O)=[O:43])=O)C1C=CC=CC=1.[C:45]1([C:51]2[CH:52]=[C:53]([CH:56]=[CH:57][CH:58]=2)[CH2:54][NH2:55])[CH:50]=[CH:49][CH:48]=[CH:47][CH:46]=1, predict the reaction product. The product is: [C:51]1([C:45]2[CH:50]=[CH:49][CH:48]=[CH:47][CH:46]=2)[CH:58]=[CH:57][CH:56]=[C:53]([CH2:54][NH:55][C:42]([C@@H:12]2[CH2:13][C@H:14]([C:34]3[CH:39]=[CH:38][C:37]([O:40][CH3:41])=[CH:36][CH:35]=3)[C@@H:15]([O:17][CH2:18][C:19]3[CH:20]=[CH:21][C:22]4[O:27][CH2:26][CH2:25][N:24]([CH2:28][CH2:29][CH2:30][O:31][CH3:32])[C:23]=4[CH:33]=3)[CH2:16][NH:11]2)=[O:43])[CH:52]=1. (4) Given the reactants [Br:1][C:2]1[CH:11]=[CH:10][C:9]2[C:4](=[CH:5][C:6]([O:12][C@H:13]3[CH2:18][CH2:17][C@@H:16]([CH3:19])[CH2:15][CH2:14]3)=[CH:7][CH:8]=2)[CH:3]=1.[I:20]N1C(=O)CCC1=O.C(Cl)Cl, predict the reaction product. The product is: [Br:1][C:2]1[CH:3]=[C:4]2[C:9]([CH:8]=[CH:7][C:6]([O:12][C@H:13]3[CH2:18][CH2:17][C@@H:16]([CH3:19])[CH2:15][CH2:14]3)=[C:5]2[I:20])=[CH:10][CH:11]=1. (5) Given the reactants Br[C:2]1[CH:26]=[CH:25][C:5]2[N:6]=[C:7]([CH2:9][CH:10]3[CH2:15][CH2:14][N:13]([C:16]4[N:21]=[CH:20][C:19]([CH2:22][CH2:23][CH3:24])=[CH:18][N:17]=4)[CH2:12][CH2:11]3)[O:8][C:4]=2[CH:3]=1.CC1(C)C(C)(C)OB([C:35]2[CH2:40][CH2:39][N:38]([C:41]([O:43][C:44]([CH3:47])([CH3:46])[CH3:45])=[O:42])[CH2:37][CH:36]=2)O1.C([O-])([O-])=O.[K+].[K+], predict the reaction product. The product is: [CH2:22]([C:19]1[CH:18]=[N:17][C:16]([N:13]2[CH2:14][CH2:15][CH:10]([CH2:9][C:7]3[O:8][C:4]4[CH:3]=[C:2]([C:35]5[CH2:40][CH2:39][N:38]([C:41]([O:43][C:44]([CH3:47])([CH3:46])[CH3:45])=[O:42])[CH2:37][CH:36]=5)[CH:26]=[CH:25][C:5]=4[N:6]=3)[CH2:11][CH2:12]2)=[N:21][CH:20]=1)[CH2:23][CH3:24]. (6) Given the reactants C(OC([NH:8][CH2:9][C:10]1[O:14][C:13]([C:15]([O:17][CH2:18][CH3:19])=[O:16])=[N:12][N:11]=1)=O)(C)(C)C.Cl.C(Cl)Cl.C(OCC)(=O)C, predict the reaction product. The product is: [NH2:8][CH2:9][C:10]1[O:14][C:13]([C:15]([O:17][CH2:18][CH3:19])=[O:16])=[N:12][N:11]=1. (7) Given the reactants [NH2:1][C:2]1[CH:3]=[C:4]([C:8]2[N:13]=[C:12]([NH2:14])[N:11]=[C:10]([NH:15][CH3:16])[CH:9]=2)[CH:5]=[CH:6][CH:7]=1.[C:17](O)(=[O:20])[C:18]#[CH:19].C(N(CC)CC)C.C(P1(=O)OP(CCC)(=O)OP(CCC)(=O)O1)CC, predict the reaction product. The product is: [NH2:14][C:12]1[N:13]=[C:8]([C:4]2[CH:3]=[C:2]([NH:1][C:17](=[O:20])[C:18]#[CH:19])[CH:7]=[CH:6][CH:5]=2)[CH:9]=[C:10]([NH:15][CH3:16])[N:11]=1. (8) Given the reactants C([C:5]1[CH:15]=[CH:14][C:8]([CH:9]=[CH:10][C:11]([OH:13])=[O:12])=[CH:7][CH:6]=1)(C)(C)C.C([O:19][CH2:20][CH3:21])(=O)C.[H][H].[CH2:24](O)C, predict the reaction product. The product is: [CH:20]([O:19][C:5]1[CH:6]=[CH:7][C:8]([CH2:9][CH2:10][C:11]([OH:13])=[O:12])=[CH:14][CH:15]=1)([CH3:21])[CH3:24].